From a dataset of Reaction yield outcomes from USPTO patents with 853,638 reactions. Predict the reaction yield, written as a fraction of the theoretical maximum amount of product (1.0 means a 100% yield; for example, 0.34 means a 34% yield). (1) The reactants are [C:1]([O:5][C:6]([NH:8][CH2:9][C:10]1[CH:11]=[N:12][C:13]([C:16]#[C:17][CH:18]2[CH2:23][CH2:22][CH2:21][CH2:20][CH2:19]2)=[CH:14][CH:15]=1)=[O:7])([CH3:4])([CH3:3])[CH3:2].[H][H]. The catalyst is [Pd].CC([O-])=O.CC([O-])=O.[Pb+2].CCOC(C)=O. The product is [C:1]([O:5][C:6]([NH:8][CH2:9][C:10]1[CH:11]=[N:12][C:13](/[CH:16]=[CH:17]\[CH:18]2[CH2:19][CH2:20][CH2:21][CH2:22][CH2:23]2)=[CH:14][CH:15]=1)=[O:7])([CH3:4])([CH3:2])[CH3:3]. The yield is 0.300. (2) The reactants are C([C@H:4]1[CH2:7][C@H:6]([N:8]2[C:13](=[O:14])[C:12]([CH2:15][C:16]3[CH:21]=[CH:20][C:19]([C:22]4[C:23]([C:28]#[N:29])=[CH:24][CH:25]=[CH:26][CH:27]=4)=[CH:18][C:17]=3[F:30])=[C:11]([CH2:31][CH2:32][CH3:33])[N:10]3[N:34]=[CH:35][N:36]=[C:9]23)[CH2:5]1)(=O)C.OO.FC(F)(F)C(OC(=O)C(F)(F)F)=[O:42].C(=O)([O-])O.[Na+].S([O-])([O-])(=O)=S.[Na+].[Na+]. The catalyst is C(Cl)(Cl)Cl. The product is [F:30][C:17]1[CH:18]=[C:19]([C:22]2[C:23]([C:28]#[N:29])=[CH:24][CH:25]=[CH:26][CH:27]=2)[CH:20]=[CH:21][C:16]=1[CH2:15][C:12]1[C:13](=[O:14])[N:8]([C@H:6]2[CH2:5][C@H:4]([OH:42])[CH2:7]2)[C:9]2[N:10]([N:34]=[CH:35][N:36]=2)[C:11]=1[CH2:31][CH2:32][CH3:33]. The yield is 0.620. (3) The reactants are [O:1]1[C:5]2[CH:6]=[CH:7][C:8]([C:10](=[O:13])[CH2:11][CH3:12])=[CH:9][C:4]=2[CH:3]=[CH:2]1.[CH2:14](O)[CH2:15][OH:16].CC1C=CC(S(O)(=O)=O)=CC=1. The product is [CH2:11]([C:10]1([C:8]2[CH:7]=[CH:6][C:5]3[O:1][CH:2]=[CH:3][C:4]=3[CH:9]=2)[O:16][CH2:15][CH2:14][O:13]1)[CH3:12]. The catalyst is C1(C)C=CC=CC=1. The yield is 0.870. (4) The catalyst is CC#N. The reactants are [C:1]([NH:8][CH2:9][CH2:10][NH2:11])([O:3][C:4]([CH3:7])([CH3:6])[CH3:5])=[O:2].[N:12]1[CH:17]=[CH:16][CH:15]=[CH:14][C:13]=1[S:18](Cl)(=[O:20])=[O:19].S(Cl)(Cl)(=O)=O.CCN(C(C)C)C(C)C. The product is [N:12]1[CH:17]=[CH:16][CH:15]=[CH:14][C:13]=1[S:18]([NH:11][CH2:10][CH2:9][NH:8][C:1](=[O:2])[O:3][C:4]([CH3:5])([CH3:6])[CH3:7])(=[O:20])=[O:19]. The yield is 0.800. (5) The reactants are FC(F)(F)C(O)=O.[NH2:8][C:9]1[CH:10]=[C:11]([N:15]2[C:20]3[N:21]=[C:22]([NH:25][C:26]4[CH:31]=[CH:30][C:29]([N:32]5[CH2:37][CH2:36][O:35][CH2:34][CH2:33]5)=[CH:28][C:27]=4[O:38][CH3:39])[N:23]=[CH:24][C:19]=3[CH:18]=[CH:17][C:16]2=[O:40])[CH:12]=[CH:13][CH:14]=1.CCN(C(C)C)C(C)C.[C:50](Cl)(=[O:53])[CH:51]=[CH2:52].C([O-])(O)=O.[Na+]. The catalyst is O.C(Cl)Cl. The product is [CH3:39][O:38][C:27]1[CH:28]=[C:29]([N:32]2[CH2:37][CH2:36][O:35][CH2:34][CH2:33]2)[CH:30]=[CH:31][C:26]=1[NH:25][C:22]1[N:23]=[CH:24][C:19]2[CH:18]=[CH:17][C:16](=[O:40])[N:15]([C:11]3[CH:10]=[C:9]([NH:8][C:50](=[O:53])[CH:51]=[CH2:52])[CH:14]=[CH:13][CH:12]=3)[C:20]=2[N:21]=1. The yield is 0.470. (6) The reactants are C([O:8][C:9]1[CH:18]=[C:17]2[C:12]([C:13](=[O:27])[N:14]([CH2:19][O:20][C:21](=[O:26])[C:22]([CH3:25])([CH3:24])[CH3:23])[CH:15]=[N:16]2)=[CH:11][C:10]=1[O:28][CH3:29])C1C=CC=CC=1. The catalyst is [Pd].C(OCC)(=O)C.CN(C=O)C.CO.C(O)(=O)C. The product is [OH:8][C:9]1[CH:18]=[C:17]2[C:12]([C:13](=[O:27])[N:14]([CH2:19][O:20][C:21](=[O:26])[C:22]([CH3:23])([CH3:24])[CH3:25])[CH:15]=[N:16]2)=[CH:11][C:10]=1[O:28][CH3:29]. The yield is 0.800. (7) The reactants are Cl[C:2]1[C:7]([N+:8]([O-])=O)=[CH:6][CH:5]=[C:4]([CH3:11])[N:3]=1.[C:12]1([NH:18][C:19](=O)[CH3:20])[CH:17]=[CH:16][CH:15]=[CH:14][CH:13]=1. No catalyst specified. The product is [CH3:20][C:19]1[N:18]([C:12]2[CH:17]=[CH:16][CH:15]=[CH:14][CH:13]=2)[C:2]2=[N:3][C:4]([CH3:11])=[CH:5][CH:6]=[C:7]2[N:8]=1. The yield is 0.630.